From a dataset of Catalyst prediction with 721,799 reactions and 888 catalyst types from USPTO. Predict which catalyst facilitates the given reaction. (1) Product: [NH2:30][C:15]1[CH:16]=[C:17]2[C:12](=[CH:13][CH:14]=1)[C:11](=[O:33])[N:10]([CH:34]1[CH2:39][CH2:38][CH2:37][CH2:36][CH:35]1[NH:40][S:41]([CH3:44])(=[O:43])=[O:42])[CH:9]([C:3]1[CH:4]=[CH:5][C:6]([Cl:8])=[CH:7][C:2]=1[Cl:1])[CH:18]2[C:19]([NH:21][O:22][CH2:23][C:24]1[CH:29]=[CH:28][CH:27]=[CH:26][N:25]=1)=[O:20]. The catalyst class is: 181. Reactant: [Cl:1][C:2]1[CH:7]=[C:6]([Cl:8])[CH:5]=[CH:4][C:3]=1[CH:9]1[CH:18]([C:19]([NH:21][O:22][CH2:23][C:24]2[CH:29]=[CH:28][CH:27]=[CH:26][N:25]=2)=[O:20])[C:17]2[C:12](=[CH:13][CH:14]=[C:15]([N+:30]([O-])=O)[CH:16]=2)[C:11](=[O:33])[N:10]1[CH:34]1[CH2:39][CH2:38][CH2:37][CH2:36][CH:35]1[NH:40][S:41]([CH3:44])(=[O:43])=[O:42]. (2) Reactant: Cl[CH2:2][C:3]([NH:5][C:6]1[CH:11]=[CH:10][CH:9]=[C:8]([N+:12]([O-:14])=[O:13])[CH:7]=1)=[O:4].[CH2:15]([CH:22]1[CH2:27][CH2:26][NH:25][CH2:24][CH2:23]1)[C:16]1[CH:21]=[CH:20][CH:19]=[CH:18][CH:17]=1. Product: [CH2:15]([CH:22]1[CH2:27][CH2:26][N:25]([CH2:2][C:3]([NH:5][C:6]2[CH:11]=[CH:10][CH:9]=[C:8]([N+:12]([O-:14])=[O:13])[CH:7]=2)=[O:4])[CH2:24][CH2:23]1)[C:16]1[CH:21]=[CH:20][CH:19]=[CH:18][CH:17]=1. The catalyst class is: 27. (3) Reactant: [F:1][C:2]1[C:3]([CH2:25][N:26](C)[C:27](=O)OC(C)(C)C)=[CH:4][N:5]([S:14]([C:17]2[CH:22]=[CH:21][CH:20]=[C:19]([CH2:23][OH:24])[CH:18]=2)(=[O:16])=[O:15])[C:6]=1[C:7]1[C:8]([F:13])=[N:9][CH:10]=[CH:11][CH:12]=1.[C:35]([O:38]CC)(=[O:37])[CH3:36].Cl.[C:42]([O:45]CC)(=[O:44])[CH3:43]. Product: [C:42]([OH:45])(=[O:44])/[CH:43]=[CH:36]/[C:35]([OH:38])=[O:37].[C:35]([O:24][CH2:23][C:19]1[CH:20]=[CH:21][CH:22]=[C:17]([S:14]([N:5]2[CH:4]=[C:3]([CH2:25][NH:26][CH3:27])[C:2]([F:1])=[C:6]2[C:7]2[C:8]([F:13])=[N:9][CH:10]=[CH:11][CH:12]=2)(=[O:16])=[O:15])[CH:18]=1)(=[O:37])[CH3:36]. The catalyst class is: 41. (4) The catalyst class is: 43. Reactant: [C:1]([C:5]1[CH:6]=[C:7]([N+:18]([O-])=O)[C:8]([O:16][CH3:17])=[C:9]([NH:11][S:12]([CH3:15])(=[O:14])=[O:13])[CH:10]=1)([CH3:4])([CH3:3])[CH3:2]. Product: [NH2:18][C:7]1[C:8]([O:16][CH3:17])=[C:9]([NH:11][S:12]([CH3:15])(=[O:14])=[O:13])[CH:10]=[C:5]([C:1]([CH3:3])([CH3:4])[CH3:2])[CH:6]=1. (5) Reactant: CN(C)C=O.[NH2:6][C:7]1[C:14]([O:15][CH2:16][CH2:17][C:18]2[CH:23]=[CH:22][CH:21]=[CH:20][N:19]=2)=[CH:13][C:12]([OH:24])=[CH:11][C:8]=1[C:9]#[N:10].C(=O)([O-])[O-].[K+].[K+].[CH:31](I)([CH3:33])[CH3:32]. Product: [NH2:6][C:7]1[C:14]([O:15][CH2:16][CH2:17][C:18]2[CH:23]=[CH:22][CH:21]=[CH:20][N:19]=2)=[CH:13][C:12]([O:24][CH:31]([CH3:33])[CH3:32])=[CH:11][C:8]=1[C:9]#[N:10]. The catalyst class is: 13. (6) Reactant: [C:12]([O:11][C:9](O[C:9]([O:11][C:12]([CH3:15])([CH3:14])[CH3:13])=[O:10])=[O:10])([CH3:15])([CH3:14])[CH3:13].C(N(CC)CC)C.Cl.[Cl:24][CH2:25][CH2:26][CH2:27][NH2:28]. Product: [C:12]([O:11][C:9](=[O:10])[NH:28][CH2:27][CH2:26][CH2:25][Cl:24])([CH3:13])([CH3:14])[CH3:15]. The catalyst class is: 554. (7) Reactant: [C:1]([C:4]1[CH:5]=[C:6]2[C:10](=[CH:11][CH:12]=1)[NH:9][C:8](=[O:13])[CH2:7]2)([OH:3])=[O:2].[CH2:14]([N:16]([CH2:31][CH3:32])[CH2:17][CH2:18][CH2:19][C:20]1[CH:21]=[C:22]2[C:26](=[CH:27][CH:28]=1)[NH:25][C:24]([CH:29]=O)=[CH:23]2)[CH3:15].N1CCCCC1.Cl. Product: [O:13]=[C:8]1[C:7](=[CH:29][C:24]2[NH:25][C:26]3[C:22]([CH:23]=2)=[CH:21][C:20]([CH2:19][CH2:18][CH2:17][N:16]2[CH2:31][CH2:32][CH2:15][CH2:14]2)=[CH:28][CH:27]=3)[C:6]2[C:10](=[CH:11][CH:12]=[C:4]([C:1]([OH:3])=[O:2])[CH:5]=2)[NH:9]1. The catalyst class is: 8.